From a dataset of Forward reaction prediction with 1.9M reactions from USPTO patents (1976-2016). Predict the product of the given reaction. (1) Given the reactants [NH2:1][C:2]1[CH:18]=[CH:17][C:5]([O:6][C:7]2[CH:8]=[N:9][CH:10]=[C:11]([CH:16]=2)[C:12]([NH:14][CH3:15])=[O:13])=[CH:4][C:3]=1F.COC(=O)C1C=C(OC2C=CC(N)=C(F)C=2)C=NC=1, predict the reaction product. The product is: [NH2:1][C:2]1[CH:18]=[CH:17][C:5]([O:6][C:7]2[CH:8]=[N:9][CH:10]=[C:11]([CH:16]=2)[C:12]([NH:14][CH3:15])=[O:13])=[CH:4][CH:3]=1. (2) Given the reactants [Br:1][C:2]1[CH:7]=[N:6][C:5](I)=[CH:4][N:3]=1.C[C:10]1([CH3:17])[CH2:15][CH2:14][NH:13][C:12](=[O:16])[CH2:11]1, predict the reaction product. The product is: [Br:1][C:2]1[N:3]=[CH:4][C:5]([N:13]2[CH2:14][C:10]([CH3:15])([CH3:17])[CH2:11][C:12]2=[O:16])=[N:6][CH:7]=1. (3) Given the reactants [CH3:1][O:2][C:3]1[CH:8]=[CH:7][C:6]([N:9]2[C:13]([C:14]([F:17])([F:16])[F:15])=[C:12]([C:18]([O:20][CH2:21][CH3:22])=[O:19])[CH:11]=[N:10]2)=[CH:5][CH:4]=1.[I:23]I.[O-:25]S([O-])(=S)=O.[Na+].[Na+].[CH3:32][OH:33], predict the reaction product. The product is: [C:32]([OH:25])([C:14]([F:17])([F:16])[F:15])=[O:33].[I:23][C:8]1[CH:7]=[C:6]([N:9]2[C:13]([C:14]([F:17])([F:15])[F:16])=[C:12]([C:18]([O:20][CH2:21][CH3:22])=[O:19])[CH:11]=[N:10]2)[CH:5]=[CH:4][C:3]=1[O:2][CH3:1]. (4) Given the reactants [Cl:1][C:2]1[CH:3]=[CH:4][C:5]([O:18][CH2:19][CH:20]([CH3:22])[CH3:21])=[C:6]([CH2:8][N:9]2[C:13]([CH3:14])=[CH:12][C:11]([C:15]([OH:17])=O)=[N:10]2)[CH:7]=1.Cl.CN(C)CCCN=C=NCC.O.ON1C2C=CC=CC=2N=N1.C(N(CC)CC)C.[NH2:53][C:54]1[CH:55]=[C:56]2[C:61](=[CH:62][CH:63]=1)[CH2:60][N:59]([C:64]([O:66][C:67]([CH3:70])([CH3:69])[CH3:68])=[O:65])[CH2:58][CH2:57]2, predict the reaction product. The product is: [Cl:1][C:2]1[CH:3]=[CH:4][C:5]([O:18][CH2:19][CH:20]([CH3:22])[CH3:21])=[C:6]([CH2:8][N:9]2[C:13]([CH3:14])=[CH:12][C:11]([C:15]([NH:53][C:54]3[CH:55]=[C:56]4[C:61](=[CH:62][CH:63]=3)[CH2:60][N:59]([C:64]([O:66][C:67]([CH3:70])([CH3:69])[CH3:68])=[O:65])[CH2:58][CH2:57]4)=[O:17])=[N:10]2)[CH:7]=1. (5) Given the reactants [F:1][C:2]([F:14])([F:13])[C:3]1[CH:8]=[CH:7][CH:6]=[CH:5][C:4]=1[CH2:9][C:10]([OH:12])=[O:11].[C:15](OC(O[C:15]([CH3:18])([CH3:17])[CH3:16])N(C)C)([CH3:18])([CH3:17])[CH3:16], predict the reaction product. The product is: [F:1][C:2]([F:13])([F:14])[C:3]1[CH:8]=[CH:7][CH:6]=[CH:5][C:4]=1[CH2:9][C:10]([O:12][C:15]([CH3:18])([CH3:17])[CH3:16])=[O:11]. (6) Given the reactants [I:1][C:2]1[CH:3]=[C:4]2[C:9](=[CH:10][CH:11]=1)[NH:8][CH:7]=[C:6]([C:12]([O:14][CH2:15][CH3:16])=[O:13])[C:5]2=[O:17].C(=O)([O-])[O-].[K+].[K+].I[CH2:25][CH3:26].O, predict the reaction product. The product is: [CH2:25]([N:8]1[C:9]2[C:4](=[CH:3][C:2]([I:1])=[CH:11][CH:10]=2)[C:5](=[O:17])[C:6]([C:12]([O:14][CH2:15][CH3:16])=[O:13])=[CH:7]1)[CH3:26]. (7) Given the reactants [CH2:1]([C:8]1[CH:9]=[N:10][C:11]2[C:16]([C:17]=1[C:18]1[CH:19]=[C:20]([NH2:24])[CH:21]=[CH:22][CH:23]=1)=[CH:15][CH:14]=[CH:13][C:12]=2[C:25]([F:28])([F:27])[F:26])[C:2]1[CH:7]=[CH:6][CH:5]=[CH:4][CH:3]=1.[Cl:29][C:30]1[C:37]([Cl:38])=[CH:36][CH:35]=[CH:34][C:31]=1[CH:32]=O, predict the reaction product. The product is: [CH2:1]([C:8]1[CH:9]=[N:10][C:11]2[C:16]([C:17]=1[C:18]1[CH:19]=[C:20]([NH:24][CH2:32][C:31]3[CH:34]=[CH:35][CH:36]=[C:37]([Cl:38])[C:30]=3[Cl:29])[CH:21]=[CH:22][CH:23]=1)=[CH:15][CH:14]=[CH:13][C:12]=2[C:25]([F:28])([F:26])[F:27])[C:2]1[CH:3]=[CH:4][CH:5]=[CH:6][CH:7]=1.